This data is from Full USPTO retrosynthesis dataset with 1.9M reactions from patents (1976-2016). The task is: Predict the reactants needed to synthesize the given product. Given the product [F:1][C:2]([F:7])([F:6])[C:3]([OH:5])=[O:4].[N:59]1([C:74]2[CH:79]=[CH:78][CH:77]=[CH:76][N:75]=2)[CH2:64][CH2:63][CH:62]([NH:65][C:66]([N:68]2[CH2:72][CH2:71][C@@H:70]([NH:73][C:21]3[N:29]=[C:28]4[C:24]([N:25]=[CH:26][N:27]4[C@@H:30]4[CH2:34][C@H:33]([NH:35][C:36]([CH:38]5[CH2:41][CH2:40][CH2:39]5)=[O:37])[C@@H:32]([OH:42])[C@H:31]4[OH:43])=[C:23]([NH:44][CH2:45][CH:46]([C:47]4[CH:52]=[CH:51][CH:50]=[CH:49][CH:48]=4)[C:53]4[CH:58]=[CH:57][CH:56]=[CH:55][CH:54]=4)[N:22]=3)[CH2:69]2)=[O:67])[CH2:61][CH2:60]1, predict the reactants needed to synthesize it. The reactants are: [F:1][C:2]([F:7])([F:6])[C:3]([OH:5])=[O:4].C(N1CC[C@@H](N[C:21]2[N:29]=[C:28]3[C:24]([N:25]=[CH:26][N:27]3[C@@H:30]3[CH2:34][C@H:33]([NH:35][C:36]([CH:38]4[CH2:41][CH2:40][CH2:39]4)=[O:37])[C@@H:32]([OH:42])[C@H:31]3[OH:43])=[C:23]([NH:44][CH2:45][CH:46]([C:53]3[CH:58]=[CH:57][CH:56]=[CH:55][CH:54]=3)[C:47]3[CH:52]=[CH:51][CH:50]=[CH:49][CH:48]=3)[N:22]=2)C1)C1C=CC=CC=1.[N:59]1([C:74]2[CH:79]=[CH:78][CH:77]=[CH:76][N:75]=2)[CH2:64][CH2:63][CH:62]([NH:65][C:66]([N:68]2[CH2:72][CH2:71][C@@H:70]([NH2:73])[CH2:69]2)=[O:67])[CH2:61][CH2:60]1.